From a dataset of Catalyst prediction with 721,799 reactions and 888 catalyst types from USPTO. Predict which catalyst facilitates the given reaction. (1) Reactant: [CH3:1][C:2]1[S:6][CH:5]=[N:4][CH:3]=1.N(C(C)(C)C#N)=NC(C)(C)C#N.C(O)(=O)C.[Cl:23][C:24]1[CH:29]=[CH:28][C:27]([S:30]([O-:32])=[O:31])=[CH:26][CH:25]=1.[Na+].C([O-])(=O)C.[K+]. Product: [Cl:23][C:24]1[CH:29]=[CH:28][C:27]([S:30]([CH2:1][C:2]2[S:6][CH:5]=[N:4][CH:3]=2)(=[O:32])=[O:31])=[CH:26][CH:25]=1. The catalyst class is: 53. (2) Reactant: [NH:1]1[CH2:5][CH2:4][C:3]2([CH2:10][CH:9]3[CH2:11][CH2:12][N:6]2[CH2:7][CH2:8]3)[C:2]1=O.[H-].[Al+3].[Li+].[H-].[H-].[H-].CCOCC. Product: [NH:1]1[CH2:5][CH2:4][C:3]2([CH2:10][CH:9]3[CH2:8][CH2:7][N:6]2[CH2:12][CH2:11]3)[CH2:2]1. The catalyst class is: 1. (3) Reactant: C1N=CN(C(N2C=NC=C2)=O)C=1.[O:13]=[C:14]1[CH2:17][CH:16]([C:18]([OH:20])=O)[CH2:15]1.[CH2:21]([NH2:28])[C:22]1[CH:27]=[CH:26][CH:25]=[CH:24][CH:23]=1. Product: [CH2:21]([NH:28][C:18]([CH:16]1[CH2:15][C:14](=[O:13])[CH2:17]1)=[O:20])[C:22]1[CH:27]=[CH:26][CH:25]=[CH:24][CH:23]=1. The catalyst class is: 1. (4) Reactant: [OH:1][C:2]1[C:11]2[C:6](=[CH:7][C:8]([CH3:12])=[CH:9][CH:10]=2)[CH:5]=[C:4]([C:13]([OH:15])=O)[CH:3]=1.[CH2:16]([O:20][C:21]([N:23]1[CH2:28][CH2:27][N:26]([C:29](=[O:41])[C@@H:30]([NH2:40])[CH2:31][CH2:32][C:33]([O:35][C:36]([CH3:39])([CH3:38])[CH3:37])=[O:34])[CH2:25][CH2:24]1)=[O:22])[CH2:17][CH2:18][CH3:19].C1C=CC2N(O)N=NC=2C=1.C(Cl)CCl. Product: [CH2:16]([O:20][C:21]([N:23]1[CH2:28][CH2:27][N:26]([C:29](=[O:41])[C@@H:30]([NH:40][C:13]([C:4]2[CH:3]=[C:2]([OH:1])[C:11]3[C:6](=[CH:7][C:8]([CH3:12])=[CH:9][CH:10]=3)[CH:5]=2)=[O:15])[CH2:31][CH2:32][C:33]([O:35][C:36]([CH3:39])([CH3:38])[CH3:37])=[O:34])[CH2:25][CH2:24]1)=[O:22])[CH2:17][CH2:18][CH3:19]. The catalyst class is: 18. (5) Product: [CH3:12][N:14]1[CH2:15][CH:16]([NH:20][CH3:21])[CH:17]([OH:19])[CH2:18]1. The catalyst class is: 1. Reactant: [H-].[H-].[H-].[H-].[Li+].[Al+3].C(O[C:12]([N:14]1[CH2:18][CH:17]([OH:19])[CH:16]([NH:20][C:21](OCC2C=CC=CC=2)=O)[CH2:15]1)=O)(C)(C)C. (6) Reactant: [N:1]1[C:5]2[CH:6]=[CH:7][CH:8]=[CH:9][C:4]=2[NH:3][C:2]=1[S:10][CH2:11][CH2:12][N:13]1[CH2:18][CH2:17][N:16]([CH2:19][C:20]([NH:22][C:23]2[C:24]([S:32][CH3:33])=[N:25][C:26]([CH3:31])=[CH:27][C:28]=2[S:29][CH3:30])=[O:21])[CH2:15][CH2:14]1.[C:34]([OH:41])(=[O:40])/[CH:35]=[CH:36]\[C:37]([OH:39])=[O:38]. Product: [C:34]([OH:41])(=[O:40])/[CH:35]=[CH:36]\[C:37]([OH:39])=[O:38].[C:34]([OH:41])(=[O:40])/[CH:35]=[CH:36]\[C:37]([OH:39])=[O:38].[N:1]1[C:5]2[CH:6]=[CH:7][CH:8]=[CH:9][C:4]=2[NH:3][C:2]=1[S:10][CH2:11][CH2:12][N:13]1[CH2:14][CH2:15][N:16]([CH2:19][C:20]([NH:22][C:23]2[C:24]([S:32][CH3:33])=[N:25][C:26]([CH3:31])=[CH:27][C:28]=2[S:29][CH3:30])=[O:21])[CH2:17][CH2:18]1. The catalyst class is: 8. (7) Reactant: [CH2:1]([NH2:4])[CH2:2][NH2:3].[N:5]1[CH:10]=[CH:9][CH:8]=[CH:7][C:6]=1[CH:11]=O.[BH4-].[Na+]. Product: [N:3]1[CH:10]=[CH:9][CH:8]=[CH:7][C:2]=1[CH2:1][NH:4][CH:6]([NH:5][CH2:11][C:6]1[CH:7]=[CH:8][CH:9]=[CH:10][N:5]=1)[CH3:11]. The catalyst class is: 5.